Dataset: Reaction yield outcomes from USPTO patents with 853,638 reactions. Task: Predict the reaction yield, written as a fraction of the theoretical maximum amount of product (1.0 means a 100% yield; for example, 0.34 means a 34% yield). The reactants are [CH3:1][N:2]([CH2:13][C:14]1[NH:18][C:17]2[CH:19]=[CH:20][CH:21]=[C:22]([C:23](O)=[O:24])[C:16]=2[N:15]=1)[CH:3]1[C:12]2[N:11]=[CH:10][CH:9]=[CH:8][C:7]=2[CH2:6][CH2:5][CH2:4]1.O=C1N(P(Cl)(N2CCOC2=O)=O)CCO1.Cl.Cl.[CH3:43][N:44]1[CH:48]=[C:47]([CH2:49][CH2:50][NH2:51])[N:46]=[CH:45]1.C(N(CC)C(C)C)(C)C. The catalyst is C(#N)C.CN(C)C=O. The product is [CH3:43][N:44]1[CH:48]=[C:47]([CH2:49][CH2:50][NH:51][C:23]([C:22]2[C:16]3[N:15]=[C:14]([CH2:13][N:2]([CH3:1])[CH:3]4[C:12]5[N:11]=[CH:10][CH:9]=[CH:8][C:7]=5[CH2:6][CH2:5][CH2:4]4)[NH:18][C:17]=3[CH:19]=[CH:20][CH:21]=2)=[O:24])[N:46]=[CH:45]1. The yield is 0.120.